Dataset: Catalyst prediction with 721,799 reactions and 888 catalyst types from USPTO. Task: Predict which catalyst facilitates the given reaction. (1) Reactant: [CH2:1]([Li])[CH2:2][CH2:3][CH3:4].Br[CH2:7][C:8]1[CH:9]=[C:10]([C:14]2([C:19]([O-:21])=[O:20])[O:18][CH2:17][CH2:16][O:15]2)[CH:11]=[CH:12][CH:13]=1.CO[CH:24]1CCC[CH2:25]1. Product: [CH2:7]([C:8]1[CH:9]=[C:10]([C:14]2([C:19]([O:21][CH2:24][CH3:25])=[O:20])[O:18][CH2:17][CH2:16][O:15]2)[CH:11]=[CH:12][CH:13]=1)[CH2:1][CH2:2][CH2:3][CH3:4]. The catalyst class is: 205. (2) Reactant: Cl.[O:2]1[CH2:6][CH2:5][CH:4]([CH2:7][NH2:8])[CH2:3]1.C(N(CC)CC)C.[CH3:16][C:17]1[C:33]([C:34]2[CH:39]=[CH:38][CH:37]=[CH:36][CH:35]=2)=[CH:32][CH:31]=[CH:30][C:18]=1[CH2:19][O:20][CH2:21][C:22]1[O:26][N:25]=[C:24]([C:27](O)=[O:28])[CH:23]=1.ON1C2C=CC=CC=2N=N1.Cl.C(N=C=NCCCN(C)C)C.Cl. Product: [O:2]1[CH2:6][CH2:5][CH:4]([CH2:7][NH:8][C:27]([C:24]2[CH:23]=[C:22]([CH2:21][O:20][CH2:19][C:18]3[CH:30]=[CH:31][CH:32]=[C:33]([C:34]4[CH:39]=[CH:38][CH:37]=[CH:36][CH:35]=4)[C:17]=3[CH3:16])[O:26][N:25]=2)=[O:28])[CH2:3]1. The catalyst class is: 22. (3) Reactant: [Br:1][C:2]1[CH:8]=[CH:7][C:5]([NH2:6])=[CH:4][CH:3]=1.[F:9][C:10]1[CH:17]=[CH:16][CH:15]=[C:14]([F:18])[C:11]=1[CH:12]=O.C(O)(=O)C.C([BH3-])#N.[Na+]. Product: [Br:1][C:2]1[CH:8]=[CH:7][C:5]([NH:6][CH2:12][C:11]2[C:10]([F:9])=[CH:17][CH:16]=[CH:15][C:14]=2[F:18])=[CH:4][CH:3]=1. The catalyst class is: 5. (4) The catalyst class is: 10. Product: [Br:15][C:12]1[CH:13]=[CH:14][C:5]([O:4][CH2:1][CH2:2][CH3:3])=[C:6]2[C:11]=1[CH2:10][CH2:9][CH2:8][CH2:7]2. Reactant: [CH2:1]([O:4][C:5]1[CH:14]=[CH:13][CH:12]=[C:11]2[C:6]=1[CH2:7][CH2:8][CH2:9][CH2:10]2)[CH2:2][CH3:3].[Br:15]N1C(=O)CCC1=O. (5) Reactant: [C:1]([O:5][C:6](=[O:24])[NH:7][CH2:8][CH2:9][C:10]1[CH:15]=[CH:14][CH:13]=[C:12]([O:16]CC2C=CC=CC=2)[CH:11]=1)([CH3:4])([CH3:3])[CH3:2]. Product: [C:1]([O:5][C:6](=[O:24])[NH:7][CH2:8][CH2:9][C:10]1[CH:15]=[CH:14][CH:13]=[C:12]([OH:16])[CH:11]=1)([CH3:4])([CH3:2])[CH3:3]. The catalyst class is: 29.